This data is from Reaction yield outcomes from USPTO patents with 853,638 reactions. The task is: Predict the reaction yield, written as a fraction of the theoretical maximum amount of product (1.0 means a 100% yield; for example, 0.34 means a 34% yield). (1) The reactants are C(Cl)(Cl)Cl.[CH3:5][C:6]1[CH:7]=[C:8]([CH:13]2[C:17]([OH:18])=[C:16]([C:19]([CH3:21])=[O:20])[CH2:15][S:14]2)[CH:9]=[CH:10][C:11]=1[CH3:12].S(Cl)(Cl)(=O)=O.O. The catalyst is C(O)(C)C. The product is [CH3:5][C:6]1[CH:7]=[C:8]([C:13]2[S:14][CH:15]=[C:16]([C:19]([CH3:21])=[O:20])[C:17]=2[OH:18])[CH:9]=[CH:10][C:11]=1[CH3:12]. The yield is 0.200. (2) The reactants are C(O)C.[O:4]=[C:5]1[O:10][CH2:9][C@H:8]2[C@:6]1([C:11]([O:13][CH2:14][CH3:15])=[O:12])[CH2:7]2.[BH4-].[Na+].Cl. The catalyst is C(OCC)(=O)C. The product is [OH:4][CH2:5][C@@:6]1([C:11]([O:13][CH2:14][CH3:15])=[O:12])[CH2:7][C@H:8]1[CH2:9][OH:10]. The yield is 0.474. (3) The reactants are [Cl:1][C:2]1[N:3]([CH2:10][C@:11]2([CH3:14])[CH2:13][O:12]2)[CH:4]=[C:5]([N+:7]([O-:9])=[O:8])[N:6]=1.[Cl:15][C:16]1[CH:21]=[CH:20][C:19]([N:22]2[CH2:27][CH2:26][NH:25][CH2:24][CH2:23]2)=[CH:18][CH:17]=1.CN(C=O)C. The catalyst is O. The product is [Cl:1][C:2]1[N:3]([CH2:10][C@@:11]([CH3:14])([OH:12])[CH2:13][N:25]2[CH2:24][CH2:23][N:22]([C:19]3[CH:18]=[CH:17][C:16]([Cl:15])=[CH:21][CH:20]=3)[CH2:27][CH2:26]2)[CH:4]=[C:5]([N+:7]([O-:9])=[O:8])[N:6]=1. The yield is 0.870. (4) The reactants are Cl.[NH:2]1[CH2:7][CH2:6][C:5](=[O:8])[CH2:4][CH2:3]1.C(N(CC)CC)C.F[C:17]1[CH:22]=[CH:21][C:20]([N+:23]([O-:25])=[O:24])=[CH:19][CH:18]=1. The catalyst is C(Cl)(Cl)Cl. The product is [O:8]=[C:5]1[CH2:6][CH2:7][N:2]([C:17]2[CH:22]=[CH:21][C:20]([N+:23]([O-:25])=[O:24])=[CH:19][CH:18]=2)[CH2:3][CH2:4]1. The yield is 0.800. (5) The reactants are [CH3:1][O:2][C:3]1[CH:9]=[CH:8][C:7]([C:10]([F:13])([F:12])[F:11])=[CH:6][C:4]=1[NH2:5].C1N=CN([C:19](N2C=NC=C2)=[O:20])C=1.[CH3:26][NH:27][C:28]([C:30]1[CH:35]=[C:34]([O:36][C:37]2[CH:43]=[CH:42][C:40]([NH2:41])=[CH:39][CH:38]=2)[CH:33]=[CH:32][N:31]=1)=[O:29].O. The catalyst is C(Cl)Cl. The product is [CH3:1][O:2][C:3]1[CH:9]=[CH:8][C:7]([C:10]([F:11])([F:12])[F:13])=[CH:6][C:4]=1[NH:5][C:19]([NH:41][C:40]1[CH:42]=[CH:43][C:37]([O:36][C:34]2[CH:33]=[CH:32][N:31]=[C:30]([C:28](=[O:29])[NH:27][CH3:26])[CH:35]=2)=[CH:38][CH:39]=1)=[O:20]. The yield is 0.300. (6) The reactants are S(O)(O)(=O)=O.[NH2:6][C:7]1[CH:12]=[CH:11][C:10]([S:13]([CH2:16][C:17]([OH:19])=[O:18])(=[O:15])=[O:14])=[CH:9][CH:8]=1.[NH2:6][C:7]1[CH:12]=[CH:11][C:10]([S:13]([CH2:16][C:17]([OH:19])=[O:18])(=[O:15])=[O:14])=[CH:9][CH:8]=1.[C:34]1(=O)[O:39][C:37](=[O:38])[C:36]2=[CH:40][CH:41]=[CH:42][CH:43]=[C:35]12.C(O)(=O)C.C(N(CC)CC)C. The catalyst is O. The product is [C:34]1(=[O:39])[N:6]([C:7]2[CH:12]=[CH:11][C:10]([S:13]([CH2:16][C:17]([OH:19])=[O:18])(=[O:15])=[O:14])=[CH:9][CH:8]=2)[C:37](=[O:38])[C:36]2=[CH:40][CH:41]=[CH:42][CH:43]=[C:35]12. The yield is 0.500. (7) The reactants are [CH2:1]([NH:8][C:9]1[CH:14]=[C:13]([NH:15][C:16]2[CH:21]=[CH:20][C:19]([NH2:22])=[CH:18][CH:17]=2)[N:12]=[CH:11][C:10]=1[CH2:23][C:24]([NH2:26])=[O:25])[C:2]1[CH:7]=[CH:6][CH:5]=[CH:4][CH:3]=1.[CH2:27]([S:30](Cl)(=[O:32])=[O:31])[CH2:28][CH3:29].C(N(CC)CC)C.O.N. The catalyst is ClCCl. The product is [CH2:1]([NH:8][C:9]1[CH:14]=[C:13]([NH:15][C:16]2[CH:17]=[CH:18][C:19]([NH:22][S:30]([CH2:27][CH2:28][CH3:29])(=[O:32])=[O:31])=[CH:20][CH:21]=2)[N:12]=[CH:11][C:10]=1[CH2:23][C:24]([NH2:26])=[O:25])[C:2]1[CH:7]=[CH:6][CH:5]=[CH:4][CH:3]=1. The yield is 0.190. (8) The reactants are [CH3:1][N:2]1[CH:6]=[CH:5][N:4]=[C:3]1[C:7]1[CH:16]=[CH:15][C:14]2[C:9](=[C:10]([C:18]3[CH:23]=[CH:22][C:21]([C:24]4[CH:25]=[N:26][N:27]([CH3:29])[CH:28]=4)=[CH:20][CH:19]=3)[CH:11]=[N+:12]([O-])[CH:13]=2)[N:8]=1.[N:30]1C=CC=CC=1.[Cl-].C(CN)O. The catalyst is O.C(OCC)(=O)C. The product is [CH3:1][N:2]1[CH:6]=[CH:5][N:4]=[C:3]1[C:7]1[CH:16]=[CH:15][C:14]2[C:13]([NH2:30])=[N:12][CH:11]=[C:10]([C:18]3[CH:23]=[CH:22][C:21]([C:24]4[CH:25]=[N:26][N:27]([CH3:29])[CH:28]=4)=[CH:20][CH:19]=3)[C:9]=2[N:8]=1. The yield is 0.340. (9) The reactants are CN(C=O)C.C(N(CC)CC)C.[O:13]1[CH2:18][CH2:17][C:16](=[O:19])[CH2:15][CH2:14]1.[Si:20](Cl)([CH3:23])([CH3:22])[CH3:21]. The catalyst is CCCCC. The product is [O:13]1[CH2:18][CH:17]=[C:16]([O:19][Si:20]([CH3:23])([CH3:22])[CH3:21])[CH2:15][CH2:14]1. The yield is 0.581. (10) The reactants are [CH2:1]([O:3][CH:4]([O:21][CH2:22][CH3:23])[CH2:5][O:6][C:7]1[CH:20]=[CH:19][C:10]([CH:11]=[C:12]2[S:16][C:15](=S)[NH:14][C:13]2=[O:18])=[CH:9][CH:8]=1)[CH3:2].S1CC(=O)NC1=S.[NH:31]1[CH2:36][CH2:35][CH2:34][CH2:33][CH2:32]1. The catalyst is C(O)C. The product is [CH2:1]([O:3][CH:4]([O:21][CH2:22][CH3:23])[CH2:5][O:6][C:7]1[CH:20]=[CH:19][C:10]([CH:11]=[C:12]2[S:16][C:15]([N:31]3[CH2:36][CH2:35][CH2:34][CH2:33][CH2:32]3)=[N:14][C:13]2=[O:18])=[CH:9][CH:8]=1)[CH3:2]. The yield is 0.690.